This data is from Ames mutagenicity test results for genotoxicity prediction. The task is: Regression/Classification. Given a drug SMILES string, predict its toxicity properties. Task type varies by dataset: regression for continuous values (e.g., LD50, hERG inhibition percentage) or binary classification for toxic/non-toxic outcomes (e.g., AMES mutagenicity, cardiotoxicity, hepatotoxicity). Dataset: ames. (1) The result is 0 (non-mutagenic). The compound is Oc1c(Cl)ccc(Cl)c1Cl. (2) The molecule is CCOC(=O)N(N=O)C(CCC=O)c1cccnc1. The result is 1 (mutagenic).